This data is from NCI-60 drug combinations with 297,098 pairs across 59 cell lines. The task is: Regression. Given two drug SMILES strings and cell line genomic features, predict the synergy score measuring deviation from expected non-interaction effect. (1) Drug 1: C1CCN(CC1)CCOC2=CC=C(C=C2)C(=O)C3=C(SC4=C3C=CC(=C4)O)C5=CC=C(C=C5)O. Drug 2: C1=NC2=C(N1)C(=S)N=CN2. Cell line: NCI/ADR-RES. Synergy scores: CSS=16.5, Synergy_ZIP=-0.358, Synergy_Bliss=0.477, Synergy_Loewe=-4.92, Synergy_HSA=-0.723. (2) Drug 1: CC1=C(C(CCC1)(C)C)C=CC(=CC=CC(=CC(=O)O)C)C. Drug 2: N.N.Cl[Pt+2]Cl. Cell line: NCI/ADR-RES. Synergy scores: CSS=24.4, Synergy_ZIP=-3.54, Synergy_Bliss=-2.75, Synergy_Loewe=-11.8, Synergy_HSA=-8.66.